This data is from Forward reaction prediction with 1.9M reactions from USPTO patents (1976-2016). The task is: Predict the product of the given reaction. (1) Given the reactants F[C:2]1[CH:3]=[C:4]([N+:9]([O-:11])=[O:10])[CH:5]=[C:6]([F:8])[CH:7]=1.[CH3:12][N:13]1[CH2:18][CH2:17][NH:16][CH2:15][CH2:14]1.O, predict the reaction product. The product is: [F:8][C:6]1[CH:7]=[C:2]([N:16]2[CH2:17][CH2:18][N:13]([CH3:12])[CH2:14][CH2:15]2)[CH:3]=[C:4]([N+:9]([O-:11])=[O:10])[CH:5]=1. (2) Given the reactants [CH:1]([NH:3][CH2:4][C:5]#[C:6][C:7]1[CH:8]=[CH:9][C:10]([C:13]#[C:14][CH2:15][NH:16][CH:17]=[O:18])=[N:11][CH:12]=1)=[O:2], predict the reaction product. The product is: [CH:1]([NH:3][CH2:4][CH2:5][CH2:6][C:7]1[CH:8]=[CH:9][C:10]([CH2:13][CH2:14][CH2:15][NH:16][CH:17]=[O:18])=[N:11][CH:12]=1)=[O:2]. (3) Given the reactants [F:1][C:2]1[CH:3]=[C:4]2[C:9](=[N:10][C:11]=1[CH2:12]O)[N:8]=[C:7]([C:14]([F:17])([F:16])[F:15])[C:6]([C:18]([O:20][CH2:21][CH3:22])=[O:19])=[CH:5]2.C(N(S(F)(F)[F:29])CC)C, predict the reaction product. The product is: [F:1][C:2]1[CH:3]=[C:4]2[C:9](=[N:10][C:11]=1[CH2:12][F:29])[N:8]=[C:7]([C:14]([F:17])([F:16])[F:15])[C:6]([C:18]([O:20][CH2:21][CH3:22])=[O:19])=[CH:5]2.